Dataset: Reaction yield outcomes from USPTO patents with 853,638 reactions. Task: Predict the reaction yield, written as a fraction of the theoretical maximum amount of product (1.0 means a 100% yield; for example, 0.34 means a 34% yield). (1) The reactants are [F:1][C:2]1[CH:13]=[CH:12][C:5]([C:6]([N:8]([O:10][CH3:11])[CH3:9])=[O:7])=[CH:4][C:3]=1[OH:14].N1C=CN=C1.[CH3:20][C:21]([Si:24](Cl)([CH3:26])[CH3:25])([CH3:23])[CH3:22]. The catalyst is CN(C=O)C. The product is [Si:24]([O:14][C:3]1[CH:4]=[C:5]([CH:12]=[CH:13][C:2]=1[F:1])[C:6]([N:8]([O:10][CH3:11])[CH3:9])=[O:7])([C:21]([CH3:23])([CH3:22])[CH3:20])([CH3:26])[CH3:25]. The yield is 0.670. (2) The reactants are Cl[C:2]1[C:3]([NH:9][C:10]([NH:12][C:13](=[O:20])[C:14]2[CH:19]=[CH:18][CH:17]=[CH:16][CH:15]=2)=[S:11])=[N:4][CH:5]=[C:6]([Cl:8])[CH:7]=1.C[O-].[Na+].O. The catalyst is CN1C(=O)CCC1. The product is [Cl:8][C:6]1[CH:7]=[C:2]2[S:11][C:10]([NH:12][C:13](=[O:20])[C:14]3[CH:19]=[CH:18][CH:17]=[CH:16][CH:15]=3)=[N:9][C:3]2=[N:4][CH:5]=1. The yield is 0.0785. (3) The yield is 0.620. The reactants are [CH3:1][O:2][C:3]1[CH:4]=[C:5](/[CH:21]=[CH:22]/[C:23]([OH:25])=O)[CH:6]=[C:7]([C:9]2[CH:18]=[CH:17][C:16]3[C:11](=[CH:12][CH:13]=[C:14]([O:19][CH3:20])[CH:15]=3)[CH:10]=2)[CH:8]=1.[NH2:26][C:27]1[CH:32]=[CH:31][CH:30]=[CH:29][CH:28]=1. No catalyst specified. The product is [CH3:1][O:2][C:3]1[CH:4]=[C:5](/[CH:21]=[CH:22]/[C:23]([NH:26][C:27]2[CH:32]=[CH:31][CH:30]=[CH:29][CH:28]=2)=[O:25])[CH:6]=[C:7]([C:9]2[CH:18]=[CH:17][C:16]3[C:11](=[CH:12][CH:13]=[C:14]([O:19][CH3:20])[CH:15]=3)[CH:10]=2)[CH:8]=1. (4) The reactants are Cl[C:2]1[CH:3]=[CH:4][C:5]2[O:14][CH2:13][CH2:12][C:11]3[CH:10]=[C:9]([C:15]4[N:16]([C:20]5[CH:25]=[CH:24][C:23]([F:26])=[CH:22][C:21]=5[F:27])[N:17]=[CH:18][N:19]=4)[S:8][C:7]=3[C:6]=2[N:28]=1.C([O-])([O-])=O.[Cs+].[Cs+].[CH3:35][N:36]1[CH:40]=[C:39](B2OC(C)(C)C(C)(C)O2)[CH:38]=[N:37]1. The catalyst is C(#N)C.O.C1C=CC(P(C2C=CC=CC=2)[C-]2C=CC=C2)=CC=1.C1C=CC(P(C2C=CC=CC=2)[C-]2C=CC=C2)=CC=1.Cl[Pd]Cl.[Fe+2]. The product is [F:27][C:21]1[CH:22]=[C:23]([F:26])[CH:24]=[CH:25][C:20]=1[N:16]1[C:15]([C:9]2[S:8][C:7]3[C:6]4[N:28]=[C:2]([C:39]5[CH:38]=[N:37][N:36]([CH3:35])[CH:40]=5)[CH:3]=[CH:4][C:5]=4[O:14][CH2:13][CH2:12][C:11]=3[CH:10]=2)=[N:19][CH:18]=[N:17]1. The yield is 0.210. (5) The reactants are [CH3:1][C:2]1[CH:3]=[C:4]([C:12](=O)[CH2:13][C:14](=O)[C:15]([F:18])([F:17])[F:16])[CH:5]=[CH:6][C:7]=1[C:8]([F:11])([F:10])[F:9].[NH2:21][C:22]1[C:26]([C:27]2[CH:32]=[CH:31][N:30]=[CH:29][CH:28]=2)=[CH:25][NH:24][N:23]=1. No catalyst specified. The product is [CH3:1][C:2]1[CH:3]=[C:4]([C:12]2[CH:13]=[C:14]([C:15]([F:18])([F:17])[F:16])[N:23]3[N:24]=[CH:25][C:26]([C:27]4[CH:32]=[CH:31][N:30]=[CH:29][CH:28]=4)=[C:22]3[N:21]=2)[CH:5]=[CH:6][C:7]=1[C:8]([F:11])([F:10])[F:9]. The yield is 0.490. (6) The reactants are C[O:2][C:3]1[CH:12]=[CH:11][CH:10]=[C:9]2[C:4]=1[CH:5]=[C:6]([CH3:13])[CH:7]=[N:8]2.Cl.N1C=CC=CC=1. No catalyst specified. The product is [OH:2][C:3]1[CH:12]=[CH:11][CH:10]=[C:9]2[C:4]=1[CH:5]=[C:6]([CH3:13])[CH:7]=[N:8]2. The yield is 0.600.